Task: Predict the reaction yield, written as a fraction of the theoretical maximum amount of product (1.0 means a 100% yield; for example, 0.34 means a 34% yield).. Dataset: Reaction yield outcomes from USPTO patents with 853,638 reactions (1) The reactants are N1CC[C@H]([N:6]2[CH:10]=[C:9]([C:11]3[N:12]=[C:13]([OH:21])[C:14]4[CH:20]=[CH:19][N:18]=[CH:17][C:15]=4[N:16]=3)[CH:8]=[N:7]2)C1.CC[N:24]([CH:28]([CH3:30])C)[CH:25]([CH3:27])C.[Cl:31][CH2:32][C:33](Cl)=[O:34]. The catalyst is C1COCC1. The product is [OH:21][C:13]1[C:14]2[CH:20]=[CH:19][N:18]=[CH:17][C:15]=2[N:16]=[C:11]([C:9]2[C:10]([C@H:30]3[CH2:27][CH2:25][N:24]([C:33](=[O:34])[CH2:32][Cl:31])[CH2:28]3)=[N:6][NH:7][CH:8]=2)[N:12]=1. The yield is 0.910. (2) The product is [F:22][C:23]1[C:31]([F:32])=[CH:30][C:29]([OH:33])=[CH:28][C:24]=1[C:25]([OH:27])=[O:26]. The yield is 0.950. The reactants are O.O.O.[F-].C([N+](CCCC)(CCCC)CCCC)CCC.[F:22][C:23]1[C:31]([F:32])=[CH:30][C:29]([O:33][Si](C(C)C)(C(C)C)C(C)C)=[CH:28][C:24]=1[C:25]([OH:27])=[O:26].O. The catalyst is O1CCCC1. (3) The reactants are Cl[C:2]1[C:3]2[CH:17]=[CH:16][C:15](=[O:18])[N:14]([C:19]3[C:24]([F:25])=[CH:23][CH:22]=[CH:21][C:20]=3[F:26])[C:4]=2[N:5]=[C:6]([NH:8][CH:9]([CH2:12][OH:13])[CH2:10][OH:11])[N:7]=1.CC1(C)C(C)(C)OB([C:35]2[CH:40]=[CH:39][CH:38]=[CH:37][C:36]=2[OH:41])O1.C([O-])([O-])=O.[K+].[K+]. The catalyst is O1CCOCC1.O.C1C=CC([P]([Pd]([P](C2C=CC=CC=2)(C2C=CC=CC=2)C2C=CC=CC=2)([P](C2C=CC=CC=2)(C2C=CC=CC=2)C2C=CC=CC=2)[P](C2C=CC=CC=2)(C2C=CC=CC=2)C2C=CC=CC=2)(C2C=CC=CC=2)C2C=CC=CC=2)=CC=1. The product is [OH:41][C:36]1[CH:37]=[CH:38][CH:39]=[CH:40][C:35]=1[C:2]1[C:3]2[CH:17]=[CH:16][C:15](=[O:18])[N:14]([C:19]3[C:24]([F:25])=[CH:23][CH:22]=[CH:21][C:20]=3[F:26])[C:4]=2[N:5]=[C:6]([NH:8][CH:9]([CH2:12][OH:13])[CH2:10][OH:11])[N:7]=1. The yield is 0.820. (4) The reactants are [CH3:1][C:2]1[C:3]([NH2:9])=[C:4]([NH2:8])[CH:5]=[CH:6][CH:7]=1.[OH-].[NH4+].[CH:12](O)=O. No catalyst specified. The product is [CH3:1][C:2]1[C:3]2[NH:9][CH:12]=[N:8][C:4]=2[CH:5]=[CH:6][CH:7]=1. The yield is 0.710. (5) The reactants are Cl[C:2]1[C:11]2[C:6](=[CH:7][C:8]([O:14][CH3:15])=[C:9]([O:12][CH3:13])[CH:10]=2)[N:5]=[CH:4][CH:3]=1.[F:16][C:17]1[CH:22]=[C:21]([N+:23]([O-:25])=[O:24])[CH:20]=[CH:19][C:18]=1[OH:26]. The catalyst is O(C1C=CC=CC=1)C1C=CC=CC=1.CCOCC. The product is [F:16][C:17]1[CH:22]=[C:21]([N+:23]([O-:25])=[O:24])[CH:20]=[CH:19][C:18]=1[O:26][C:2]1[C:11]2[C:6](=[CH:7][C:8]([O:14][CH3:15])=[C:9]([O:12][CH3:13])[CH:10]=2)[N:5]=[CH:4][CH:3]=1. The yield is 1.00. (6) The reactants are [Cl-].[NH4+].[C:3]([O:7][C:8](=[O:46])[CH2:9][CH2:10][CH2:11][CH2:12][N:13]1[C:19]2[CH:20]=[CH:21][C:22]([I:24])=[CH:23][C:18]=2[C:17](=[O:25])[N:16]([CH:26]([C:28]2[CH:33]=[CH:32][C:31]([Cl:34])=[CH:30][C:29]=2[N+:35]([O-])=O)[CH3:27])[CH:15]([C:38]2[CH:43]=[CH:42][C:41]([Cl:44])=[CH:40][CH:39]=2)[C:14]1=[O:45])([CH3:6])([CH3:5])[CH3:4]. The product is [C:3]([O:7][C:8](=[O:46])[CH2:9][CH2:10][CH2:11][CH2:12][N:13]1[C:19]2[CH:20]=[CH:21][C:22]([I:24])=[CH:23][C:18]=2[C:17](=[O:25])[N:16]([CH:26]([C:28]2[CH:33]=[CH:32][C:31]([Cl:34])=[CH:30][C:29]=2[NH2:35])[CH3:27])[CH:15]([C:38]2[CH:39]=[CH:40][C:41]([Cl:44])=[CH:42][CH:43]=2)[C:14]1=[O:45])([CH3:4])([CH3:5])[CH3:6]. The yield is 0.950. The catalyst is O.C(O)C.[Fe]. (7) The reactants are C(OC([N:11]1[C:16]2[CH:17]=[C:18](Cl)[CH:19]=[C:20]([N:21]3[CH2:26][CH2:25][N:24]([C:27]([O:29][C:30]([CH3:33])([CH3:32])[CH3:31])=[O:28])[CH2:23][CH2:22]3)[C:15]=2[O:14][CH2:13][CH2:12]1)=O)C1C=CC=CC=1. The catalyst is C(O)C.[Pd]. The product is [C:30]([O:29][C:27]([N:24]1[CH2:25][CH2:26][N:21]([C:20]2[C:15]3[O:14][CH2:13][CH2:12][NH:11][C:16]=3[CH:17]=[CH:18][CH:19]=2)[CH2:22][CH2:23]1)=[O:28])([CH3:33])([CH3:31])[CH3:32]. The yield is 0.840. (8) The yield is 0.740. The catalyst is C(Cl)Cl. The product is [O:15]=[C:14]1[C:13]2[C:8](=[CH:9][CH:10]=[CH:11][CH:12]=2)[C:7](=[O:16])[N:6]1[O:5][CH2:4][CH2:3][NH:2][S:18]([NH:21][C:22](=[O:28])[O:23][C:24]([CH3:26])([CH3:25])[CH3:27])(=[O:19])=[O:20]. The reactants are Cl.[NH2:2][CH2:3][CH2:4][O:5][N:6]1[C:14](=[O:15])[C:13]2[C:8](=[CH:9][CH:10]=[CH:11][CH:12]=2)[C:7]1=[O:16].Cl[S:18]([NH:21][C:22](=[O:28])[O:23][C:24]([CH3:27])([CH3:26])[CH3:25])(=[O:20])=[O:19].C(N(CC)CC)C. (9) The reactants are [NH2:1][C:2]1[CH:3]=[CH:4][C:5]([C:8]2[CH:13]=[CH:12][C:11]([C:14]34[CH2:21][CH2:20][C:17]([CH2:22][C:23]([O:25][CH2:26][C:27]5[CH:32]=[CH:31][CH:30]=[CH:29][CH:28]=5)=[O:24])([CH2:18][CH2:19]3)[O:16][CH2:15]4)=[CH:10][CH:9]=2)=[N:6][CH:7]=1.[C:33](N1C=CC=CC1=O)(N1C=CC=CC1=O)=S.[NH2:49][CH2:50][C:51](=[O:56])[C:52]([CH3:55])([CH3:54])[CH3:53].CCN(C(C)C)C(C)C.CCN=C=NCCCN(C)C.Cl. The catalyst is C(Cl)Cl. The product is [C:52]([C:51]1[O:56][C:33]([NH:1][C:2]2[CH:3]=[CH:4][C:5]([C:8]3[CH:9]=[CH:10][C:11]([C:14]45[CH2:21][CH2:20][C:17]([CH2:22][C:23]([O:25][CH2:26][C:27]6[CH:28]=[CH:29][CH:30]=[CH:31][CH:32]=6)=[O:24])([CH2:18][CH2:19]4)[O:16][CH2:15]5)=[CH:12][CH:13]=3)=[N:6][CH:7]=2)=[N:49][CH:50]=1)([CH3:55])([CH3:54])[CH3:53]. The yield is 0.518.